Dataset: Cav3 T-type calcium channel HTS with 100,875 compounds. Task: Binary Classification. Given a drug SMILES string, predict its activity (active/inactive) in a high-throughput screening assay against a specified biological target. The molecule is S=C(N1N=CCC1c1ccccc1)Nc1cc(ccc1)C. The result is 0 (inactive).